From a dataset of Full USPTO retrosynthesis dataset with 1.9M reactions from patents (1976-2016). Predict the reactants needed to synthesize the given product. (1) Given the product [CH2:1]([O:3][C:4]([C:6]1[CH:11]=[CH:10][CH:9]=[C:8]([S:12][CH2:24][C:25](=[O:27])[CH3:26])[N:7]=1)=[O:5])[CH3:2], predict the reactants needed to synthesize it. The reactants are: [CH2:1]([O:3][C:4]([C:6]1[CH:11]=[CH:10][CH:9]=[C:8]([S:12][Si](C(C)C)(C(C)C)C(C)C)[N:7]=1)=[O:5])[CH3:2].Cl[CH2:24][C:25](=[O:27])[CH3:26]. (2) Given the product [F:33][C:34]1[CH:35]=[C:36]([CH:39]=[CH:40][CH:41]=1)[CH2:37][NH:38][C:28]([C:23]1[CH:24]=[N:25][C:26]2[C:21]([CH:22]=1)=[CH:20][CH:19]=[C:18]([NH:17][C:15]([C:10]1[C:9]([C:6]3[CH:5]=[CH:4][C:3]([C:2]([F:31])([F:1])[F:32])=[CH:8][CH:7]=3)=[CH:14][CH:13]=[CH:12][CH:11]=1)=[O:16])[CH:27]=2)=[O:30], predict the reactants needed to synthesize it. The reactants are: [F:1][C:2]([F:32])([F:31])[C:3]1[CH:8]=[CH:7][C:6]([C:9]2[C:10]([C:15]([NH:17][C:18]3[CH:27]=[C:26]4[C:21]([CH:22]=[C:23]([C:28]([OH:30])=O)[CH:24]=[N:25]4)=[CH:20][CH:19]=3)=[O:16])=[CH:11][CH:12]=[CH:13][CH:14]=2)=[CH:5][CH:4]=1.[F:33][C:34]1[CH:35]=[C:36]([CH:39]=[CH:40][CH:41]=1)[CH2:37][NH2:38].Cl.CN(C)CCCN=C=NCC.ON1C2C=CC=CC=2N=N1.C(N(CC)CC)C. (3) Given the product [CH3:27][C:26]1[CH:28]=[CH:29][C:23]([S:20]([O:12][CH2:11][CH2:10][O:9][CH2:8][CH2:7][O:6][CH2:5][CH2:4][N:1]=[N+:2]=[N-:3])(=[O:22])=[O:21])=[CH:24][CH:25]=1, predict the reactants needed to synthesize it. The reactants are: [N:1]([CH2:4][CH2:5][O:6][CH2:7][CH2:8][O:9][CH2:10][CH2:11][OH:12])=[N+:2]=[N-:3].C(N(CC)CC)C.[S:20](Cl)([C:23]1[CH:29]=[CH:28][C:26]([CH3:27])=[CH:25][CH:24]=1)(=[O:22])=[O:21]. (4) Given the product [CH3:33][O:34][C@H:35]1[CH2:40][CH2:39][CH2:38][N:37]([C:15](=[O:16])[CH2:14][NH:13][C:11]([C:9]2[CH:8]=[CH:7][C:6]3[N:2]([CH3:1])[C:3]([NH:18][C:19]4[S:20][C:21]5[CH:27]=[C:26]([C:28]([F:30])([F:29])[F:31])[CH:25]=[CH:24][C:22]=5[N:23]=4)=[N:4][C:5]=3[CH:10]=2)=[O:12])[CH2:36]1, predict the reactants needed to synthesize it. The reactants are: [CH3:1][N:2]1[C:6]2[CH:7]=[CH:8][C:9]([C:11]([NH:13][CH2:14][C:15](O)=[O:16])=[O:12])=[CH:10][C:5]=2[N:4]=[C:3]1[NH:18][C:19]1[S:20][C:21]2[CH:27]=[C:26]([C:28]([F:31])([F:30])[F:29])[CH:25]=[CH:24][C:22]=2[N:23]=1.Cl.[CH3:33][O:34][C@H:35]1[CH2:40][CH2:39][CH2:38][NH:37][CH2:36]1.CN(C(ON1N=NC2C=CC=CC1=2)=[N+](C)C)C.F[P-](F)(F)(F)(F)F.CCN(C(C)C)C(C)C. (5) Given the product [ClH:39].[N:3]12[CH2:8][CH2:7][CH:6]([CH2:9][CH2:10]1)[C@@H:5]([NH:11][C:12]([C:14]1[S:15][C:16]3[CH:22]=[CH:21][C:20]([NH:23][C:31](=[O:38])[C:32]4[CH:37]=[CH:36][CH:35]=[CH:34][CH:33]=4)=[CH:19][C:17]=3[CH:18]=1)=[O:13])[CH2:4]2, predict the reactants needed to synthesize it. The reactants are: Cl.Cl.[N:3]12[CH2:10][CH2:9][CH:6]([CH2:7][CH2:8]1)[C@@H:5]([NH:11][C:12]([C:14]1[S:15][C:16]3[CH:22]=[CH:21][C:20]([NH2:23])=[CH:19][C:17]=3[CH:18]=1)=[O:13])[CH2:4]2.C(N(CC)CC)C.[C:31]([Cl:39])(=[O:38])[C:32]1[CH:37]=[CH:36][CH:35]=[CH:34][CH:33]=1. (6) Given the product [Br:1][C:2]1[CH:7]=[CH:6][C:5]([C:8]2([NH2:43])[CH2:11][C:10]([O:14][CH3:15])([O:12][CH3:13])[CH2:9]2)=[CH:4][CH:3]=1, predict the reactants needed to synthesize it. The reactants are: [Br:1][C:2]1[CH:7]=[CH:6][C:5]([C:8]2(C(N)=O)[CH2:11][C:10]([O:14][CH3:15])([O:12][CH3:13])[CH2:9]2)=[CH:4][CH:3]=1.FC(F)(F)C([O-])=O.FC(F)(F)C([O-])=O.C1([I+2])C=CC=CC=1.[Na].C(#[N:43])C. (7) Given the product [CH2:17]([C:18]1([CH2:19][CH3:20])[NH:1][C:2]2[CH:6]=[C:5]([C:7]3[CH:8]=[CH:9][N:10]=[CH:11][CH:12]=3)[S:4][C:3]=2[C:13](=[O:14])[NH:15]1)[CH3:16], predict the reactants needed to synthesize it. The reactants are: [NH2:1][C:2]1[CH:6]=[C:5]([C:7]2[CH:12]=[CH:11][N:10]=[CH:9][CH:8]=2)[S:4][C:3]=1[C:13]([NH2:15])=[O:14].[CH3:16][CH2:17][C:18](=O)[CH2:19][CH3:20].O.C1(C)C=CC(S(O)(=O)=O)=CC=1.C(=O)([O-])O.[Na+]. (8) Given the product [CH3:34][C:31]1([CH3:35])[O:30][C@@H:29]([CH2:28][N:12]2[CH:13]=[C:9]([B:4]3[O:5][C:6]([CH3:7])([CH3:8])[C:2]([CH3:14])([CH3:1])[O:3]3)[CH:10]=[N:11]2)[CH2:33][O:32]1, predict the reactants needed to synthesize it. The reactants are: [CH3:1][C:2]1([CH3:14])[C:6]([CH3:8])([CH3:7])[O:5][B:4]([C:9]2[CH:10]=[N:11][NH:12][CH:13]=2)[O:3]1.[H-].[Na+].CC1C=CC(S(O[CH2:28][C@H:29]2[CH2:33][O:32][C:31]([CH3:35])([CH3:34])[O:30]2)(=O)=O)=CC=1.